From a dataset of Forward reaction prediction with 1.9M reactions from USPTO patents (1976-2016). Predict the product of the given reaction. Given the reactants [O:1]1[CH2:6][CH2:5][CH2:4][C:3](=O)[CH2:2]1.[NH2:8][CH:9]([C:13]1[CH:18]=[CH:17][C:16]([Br:19])=[CH:15][CH:14]=1)[C:10]([NH2:12])=[O:11], predict the reaction product. The product is: [Br:19][C:16]1[CH:15]=[CH:14][C:13]([CH:9]2[NH:8][C:3]3([CH2:4][CH2:5][CH2:6][O:1][CH2:2]3)[NH:12][C:10]2=[O:11])=[CH:18][CH:17]=1.